This data is from Reaction yield outcomes from USPTO patents with 853,638 reactions. The task is: Predict the reaction yield, written as a fraction of the theoretical maximum amount of product (1.0 means a 100% yield; for example, 0.34 means a 34% yield). (1) The reactants are C([N:4]1[C:12]2[C:7](=[CH:8][CH:9]=[C:10]([C:13]#[N:14])[CH:11]=2)[CH2:6][CH2:5]1)(=O)C.[OH-].[Na+].CO. The catalyst is O1CCOCC1. The product is [C:13]([C:10]1[CH:11]=[C:12]2[C:7]([CH2:6][CH2:5][NH:4]2)=[CH:8][CH:9]=1)#[N:14]. The yield is 0.510. (2) The reactants are CC(C)([O-])C.[K+].[Cl:7][C:8]1[C:9](F)=[CH:10][C:11]([F:21])=[C:12]([CH:20]=1)[C:13]([O:15][C:16]([CH3:19])([CH3:18])[CH3:17])=[O:14].[CH2:23]([N:30]1[CH2:35][CH2:34][CH:33]([CH2:36][OH:37])[CH2:32][CH2:31]1)[C:24]1[CH:29]=[CH:28][CH:27]=[CH:26][CH:25]=1. The catalyst is CS(C)=O.CCOC(C)=O. The product is [CH2:23]([N:30]1[CH2:35][CH2:34][CH:33]([CH2:36][O:37][C:9]2[C:8]([Cl:7])=[CH:20][C:12]([C:13]([O:15][C:16]([CH3:19])([CH3:18])[CH3:17])=[O:14])=[C:11]([F:21])[CH:10]=2)[CH2:32][CH2:31]1)[C:24]1[CH:29]=[CH:28][CH:27]=[CH:26][CH:25]=1. The yield is 0.260. (3) The reactants are [CH2:1]([OH:4])[CH2:2][CH3:3].[H-].[Na+].Cl[C:8]1[S:12][C:11]([C:13]([OH:15])=[O:14])=[CH:10][C:9]=1[S:16]([CH3:19])(=[O:18])=[O:17]. The catalyst is C1COCC1. The product is [CH3:19][S:16]([C:9]1[CH:10]=[C:11]([C:13]([OH:15])=[O:14])[S:12][C:8]=1[O:4][CH2:1][CH2:2][CH3:3])(=[O:18])=[O:17]. The yield is 0.560. (4) The product is [CH2:1]([C:3]1[N:4]([C:37]2[CH:36]=[CH:35][C:34]([N:28]3[CH2:29][CH2:30][O:31][CH2:32][CH2:33]3)=[CH:39][CH:38]=2)[C:5](=[O:27])[C:6]([CH2:12][C:13]2[CH:18]=[CH:17][C:16]([C:19]3[C:20]([C:25]#[N:26])=[CH:21][CH:22]=[CH:23][CH:24]=3)=[CH:15][CH:14]=2)=[C:7]([CH2:9][CH2:10][CH3:11])[N:8]=1)[CH3:2]. The yield is 0.730. The catalyst is ClCCl.C(OCC)(=O)C.C([O-])(=O)C.[Cu+2].C([O-])(=O)C. The reactants are [CH2:1]([C:3]1[NH:4][C:5](=[O:27])[C:6]([CH2:12][C:13]2[CH:18]=[CH:17][C:16]([C:19]3[C:20]([C:25]#[N:26])=[CH:21][CH:22]=[CH:23][CH:24]=3)=[CH:15][CH:14]=2)=[C:7]([CH2:9][CH2:10][CH3:11])[N:8]=1)[CH3:2].[N:28]1([C:34]2[CH:39]=[CH:38][C:37](B(O)O)=[CH:36][CH:35]=2)[CH2:33][CH2:32][O:31][CH2:30][CH2:29]1.C(N(CC)CC)C.N1C=CC=CC=1. (5) The reactants are Cl.[C:2]1([CH3:22])[CH:7]=[CH:6][C:5]([O:8][C:9]2[CH:21]=[CH:20][C:12]([O:13][CH2:14][C@@H:15]3[CH2:19][CH2:18][CH2:17][NH:16]3)=[CH:11][CH:10]=2)=[CH:4][CH:3]=1.[C:2]1([CH3:22])[CH:3]=[CH:4][C:5]([O:8][C:9]2[CH:21]=[CH:20][C:12]([O:13][CH2:14][C@@H:15]3[CH2:19][CH2:18][CH2:17][NH:16]3)=[CH:11][CH:10]=2)=[CH:6][CH:7]=1.[CH2:44]([O:46][C:47](=[O:52])[CH2:48][CH2:49][CH2:50]Br)[CH3:45].C(=O)([O-])[O-].[K+].[K+]. The catalyst is CN(C)C=O. The product is [CH2:44]([O:46][C:47](=[O:52])[CH2:48][CH2:49][CH2:50][N:16]1[CH2:17][CH2:18][CH2:19][C@H:15]1[CH2:14][O:13][C:12]1[CH:20]=[CH:21][C:9]([O:8][C:5]2[CH:4]=[CH:3][C:2]([CH3:22])=[CH:7][CH:6]=2)=[CH:10][CH:11]=1)[CH3:45]. The yield is 0.700. (6) The reactants are [CH3:1][C:2]([O:4][C:5]([CH3:7])=[O:6])=O.[Cl:8][C:9]1[CH:14]=[CH:13][C:12]([C@@H:15]2[C@@H:20]([OH:21])[C@H](CO)[C@@H:18]([OH:24])[C@H:17]([OH:25])[C@H:16]2[OH:26])=[CH:11][C:10]=1[CH2:27][C:28]1[CH:33]=[CH:32][C:31]([CH2:34][CH3:35])=[CH:30][CH:29]=1.N1C=CC=CC=1. The yield is 0.504. The catalyst is CN(C1C=CN=CC=1)C.C(Cl)Cl. The product is [C:5]([O:4][CH2:2][C@@H:1]1[C@@H:18]([OH:24])[C@H:17]([OH:25])[C@@H:16]([OH:26])[C@H:15]([C:12]2[CH:13]=[CH:14][C:9]([Cl:8])=[C:10]([CH2:27][C:28]3[CH:29]=[CH:30][C:31]([CH2:34][CH3:35])=[CH:32][CH:33]=3)[CH:11]=2)[C@H:20]1[OH:21])(=[O:6])[CH3:7]. (7) The reactants are [F:1][C:2]1[CH:3]=[C:4]([CH:17]=[C:18]([F:20])[CH:19]=1)[C:5]([O:7][C:8]12[CH2:14][C:11](C=O)([CH2:12][CH2:13]1)[CH2:10][CH2:9]2)=[O:6].[CH3:21][O:22][C:23](=[O:44])[CH:24]=P(C1C=CC=CC=1)(C1C=CC=CC=1)C1C=CC=CC=1.[CH2:45]1COCC1. No catalyst specified. The product is [F:20][C:18]1[CH:17]=[C:4]([CH:3]=[C:2]([F:1])[CH:19]=1)[C:5]([O:7][C:8]12[CH2:14][C:11](/[CH:45]=[CH:24]/[C:23]([O:22][CH3:21])=[O:44])([CH2:10][CH2:9]1)[CH2:12][CH2:13]2)=[O:6]. The yield is 0.950. (8) The reactants are [Cl-].O[NH3+:3].[C:4](=[O:7])([O-])[OH:5].[Na+].CS(C)=O.[O:13]1[C:17]2([CH2:22][CH2:21][CH:20]([N:23]3[C:28](=[O:29])[C:27]([CH2:30][C:31]4[CH:36]=[CH:35][C:34]([C:37]5[C:38]([C:43]#[N:44])=[CH:39][CH:40]=[CH:41][CH:42]=5)=[CH:33][CH:32]=4)=[C:26]([CH2:45][CH2:46][CH3:47])[N:25]4[N:48]=[C:49]([CH3:51])[N:50]=[C:24]34)[CH2:19][CH2:18]2)[O:16][CH2:15][CH2:14]1. The catalyst is O.C(OCC)(=O)C. The product is [O:16]1[C:17]2([CH2:18][CH2:19][CH:20]([N:23]3[C:28](=[O:29])[C:27]([CH2:30][C:31]4[CH:36]=[CH:35][C:34]([C:37]5[CH:42]=[CH:41][CH:40]=[CH:39][C:38]=5[C:43]5[NH:3][C:4](=[O:7])[O:5][N:44]=5)=[CH:33][CH:32]=4)=[C:26]([CH2:45][CH2:46][CH3:47])[N:25]4[N:48]=[C:49]([CH3:51])[N:50]=[C:24]34)[CH2:21][CH2:22]2)[O:13][CH2:14][CH2:15]1. The yield is 0.740.